Predict the reaction yield, written as a fraction of the theoretical maximum amount of product (1.0 means a 100% yield; for example, 0.34 means a 34% yield). From a dataset of Reaction yield outcomes from USPTO patents with 853,638 reactions. (1) The reactants are C[O:2][C:3]([C:5]1[C:13]2[C:8](=[CH:9][C:10]([C:14]3[CH:19]=[CH:18][C:17]([O:20][CH2:21][C:22]4[N:23]([C:31]5[C:36]([Cl:37])=[CH:35][CH:34]=[CH:33][C:32]=5[Cl:38])[N:24]=[N:25][C:26]=4[C:27]([F:30])([F:29])[F:28])=[CH:16][C:15]=3[CH3:39])=[CH:11][CH:12]=2)[N:7]([CH:40]([CH3:42])[CH3:41])[N:6]=1)=[O:4].C1COCC1.[Li+].[OH-].Cl. The catalyst is O.CO. The product is [Cl:38][C:32]1[CH:33]=[CH:34][CH:35]=[C:36]([Cl:37])[C:31]=1[N:23]1[C:22]([CH2:21][O:20][C:17]2[CH:18]=[CH:19][C:14]([C:10]3[CH:9]=[C:8]4[C:13]([C:5]([C:3]([OH:4])=[O:2])=[N:6][N:7]4[CH:40]([CH3:41])[CH3:42])=[CH:12][CH:11]=3)=[C:15]([CH3:39])[CH:16]=2)=[C:26]([C:27]([F:28])([F:30])[F:29])[N:25]=[N:24]1. The yield is 0.920. (2) The reactants are Br[C@H:2]1[CH2:7][CH2:6][C@@H:5]([C:8]([NH2:10])=[O:9])[CH2:4][C@H:3]1[OH:11].[N-:12]=[N+:13]=[N-:14].[Na+]. The catalyst is CN(C=O)C. The product is [N:12]([C@@H:2]1[CH2:7][CH2:6][C@@H:5]([C:8]([NH2:10])=[O:9])[CH2:4][C@H:3]1[OH:11])=[N+:13]=[N-:14]. The yield is 0.570. (3) The reactants are [Cl:1][C:2]1[CH:7]=[CH:6][CH:5]=[CH:4][C:3]=1[C:8]1[C:13]([Cl:14])=[CH:12][C:11]([O:15][CH3:16])=[C:10]([C:17]([OH:19])=O)[CH:9]=1.[N:20]1([C:26]([O:28][C:29]([CH3:32])([CH3:31])[CH3:30])=[O:27])[CH2:25][CH2:24][NH:23][CH2:22][CH2:21]1.F[P-](F)(F)(F)(F)F.N1(O[P+](N(C)C)(N(C)C)N(C)C)C2C=CC=CC=2N=N1.CCN(C(C)C)C(C)C. The catalyst is CN(C=O)C.C(OCC)(=O)C. The product is [Cl:1][C:2]1[CH:7]=[CH:6][CH:5]=[CH:4][C:3]=1[C:8]1[C:13]([Cl:14])=[CH:12][C:11]([O:15][CH3:16])=[C:10]([C:17]([N:23]2[CH2:22][CH2:21][N:20]([C:26]([O:28][C:29]([CH3:32])([CH3:31])[CH3:30])=[O:27])[CH2:25][CH2:24]2)=[O:19])[CH:9]=1. The yield is 0.700. (4) The reactants are [N:1]1[C:5]2[CH:6]=[CH:7][CH:8]=[CH:9][C:4]=2[NH:3][CH:2]=1.[H-].[Na+].[CH:12]([C:15]1[CH:20]=[C:19]([CH:21]([CH3:23])[CH3:22])[CH:18]=[C:17]([CH:24]([CH3:26])[CH3:25])[C:16]=1[S:27](Cl)(=[O:29])=[O:28])([CH3:14])[CH3:13]. The catalyst is C1COCC1. The product is [CH:12]([C:15]1[CH:20]=[C:19]([CH:21]([CH3:22])[CH3:23])[CH:18]=[C:17]([CH:24]([CH3:26])[CH3:25])[C:16]=1[S:27]([N:1]1[C:5]2[CH:6]=[CH:7][CH:8]=[CH:9][C:4]=2[N:3]=[CH:2]1)(=[O:29])=[O:28])([CH3:13])[CH3:14]. The yield is 0.850. (5) The reactants are Br[CH:2]([C:14]1[CH:19]=[CH:18][CH:17]=[CH:16][CH:15]=1)[C:3]([O:5][C@H:6]([C:8]1[CH:13]=[CH:12][CH:11]=[CH:10][CH:9]=1)[CH3:7])=[O:4].C(N(CC)CC)C.[CH3:27][C:28]1([OH:34])[CH2:33][CH2:32][NH:31][CH2:30][CH2:29]1. The catalyst is C1COCC1.[I-].C([N+](CCCC)(CCCC)CCCC)CCC.C(OCC)(=O)C. The product is [OH:34][C:28]1([CH3:27])[CH2:33][CH2:32][N:31]([C@H:2]([C:14]2[CH:19]=[CH:18][CH:17]=[CH:16][CH:15]=2)[C:3]([O:5][C@H:6]([C:8]2[CH:13]=[CH:12][CH:11]=[CH:10][CH:9]=2)[CH3:7])=[O:4])[CH2:30][CH2:29]1. The yield is 0.600. (6) The reactants are C(O[C:6](=[O:23])[NH:7][C@H:8]([CH2:12][C:13](=[O:22])[NH:14][CH2:15][CH2:16][N:17]1[CH2:21][CH2:20][CH2:19][CH2:18]1)[CH:9]([CH3:11])[CH3:10])(C)(C)C.[CH:24]1[CH:25]=[CH:26][C:27]2N(O)N=[N:30][C:28]=2[CH:29]=1.CCN=C=N[CH2:39][CH2:40][CH2:41]N(C)C.[C:45](OC(N[C@@H](C(C)C)CC(O)=O)=O)(C)([CH3:47])[CH3:46].N1(CCN)CCCC1.CN1CCOCC1. The catalyst is CN(C=O)C.CCOC(C)=O.O. The product is [N:17]1([CH2:16][CH2:15][NH:14][C:13](=[O:22])[CH2:12][C@@H:8]([NH:7][C:6]([NH:30][C:28]2[CH:29]=[CH:24][C:25]([C:39]3[CH:40]=[CH:41][CH:47]=[CH:45][CH:46]=3)=[CH:26][CH:27]=2)=[O:23])[CH:9]([CH3:10])[CH3:11])[CH2:18][CH2:19][CH2:20][CH2:21]1. The yield is 0.780. (7) The reactants are [CH2:1]([S:3]([C:6]1[CH:7]=[C:8]([C:12]2[CH:20]=[CH:19][C:18]([OH:21])=[C:17]3[C:13]=2[C:14]2[CH:25]=[C:24]([CH3:26])[CH:23]=[N:22][C:15]=2[NH:16]3)[CH:9]=[CH:10][CH:11]=1)(=[O:5])=[O:4])[CH3:2].[CH3:27][C@@H:28]1[CH2:30][O:29]1.C(N(CC)CC)C. The catalyst is CCO. The product is [CH2:1]([S:3]([C:6]1[CH:7]=[C:8]([C:12]2[CH:20]=[CH:19][C:18]([O:21][CH2:27][C@H:28]([OH:29])[CH3:30])=[C:17]3[C:13]=2[C:14]2[CH:25]=[C:24]([CH3:26])[CH:23]=[N:22][C:15]=2[NH:16]3)[CH:9]=[CH:10][CH:11]=1)(=[O:5])=[O:4])[CH3:2]. The yield is 0.200.